Dataset: Full USPTO retrosynthesis dataset with 1.9M reactions from patents (1976-2016). Task: Predict the reactants needed to synthesize the given product. (1) Given the product [OH:4][C:5]1[CH:13]=[CH:12][C:11]([I:14])=[C:10]2[C:6]=1[CH2:7][NH:8][C:9]2=[O:15], predict the reactants needed to synthesize it. The reactants are: COC[O:4][C:5]1[CH:13]=[CH:12][C:11]([I:14])=[C:10]2[C:6]=1[CH2:7][N:8](C(C)(C1C=CC=CC=1)C)[C:9]2=[O:15].C(Cl)(Cl)Cl. (2) Given the product [CH2:8]([C@@H:12]1[C@H:15]([CH2:16][CH2:17][CH2:18][CH2:19][CH3:20])[O:14][C:13]1=[O:21])[CH2:9][CH2:10][CH3:11], predict the reactants needed to synthesize it. The reactants are: C(C=C=O)CCC.[CH2:8]([C@H:12]1[C:13](=[O:21])[O:14]/[C:15]/1=[CH:16]\[CH2:17][CH2:18][CH2:19][CH3:20])[CH2:9][CH2:10][CH3:11]. (3) Given the product [Cl:27][C:28]1[CH:36]=[CH:35][C:34]([Cl:37])=[C:33]2[C:29]=1[C:30]([C:44]1[C:52]([OH:53])=[CH:51][C:47]3[O:48][CH2:49][O:50][C:46]=3[CH:45]=1)([CH2:5][OH:16])[C:31](=[O:43])[N:32]2[CH2:38][CH2:39][CH2:40][CH2:41][CH3:42], predict the reactants needed to synthesize it. The reactants are: BrC1C=CC=C2C=1C(C1C(O)=CC3OCOC=3C=1)[C:5](=[O:16])N2CCCCC.[Cl:27][C:28]1[CH:36]=[CH:35][C:34]([Cl:37])=[C:33]2[C:29]=1[CH:30]([C:44]1[C:52]([OH:53])=[CH:51][C:47]3[O:48][CH2:49][O:50][C:46]=3[CH:45]=1)[C:31](=[O:43])[N:32]2[CH2:38][CH2:39][CH2:40][CH2:41][CH3:42]. (4) Given the product [F:17][C:18]1[CH:43]=[CH:42][C:21]([CH2:22][N:23]([CH3:41])[C:24]([C@@:26]2([C:33]3[CH:38]=[CH:37][C:36]([Cl:39])=[C:35]([Cl:40])[CH:34]=3)[CH2:28][C@H:27]2/[CH:29]=[CH:30]/[CH2:31][N:10]2[CH2:11][CH2:12][C:7]([NH:13][C:14](=[O:16])[CH3:15])([C:1]3[CH:2]=[CH:3][CH:4]=[CH:5][CH:6]=3)[CH2:8][CH2:9]2)=[O:25])=[CH:20][CH:19]=1, predict the reactants needed to synthesize it. The reactants are: [C:1]1([C:7]2([NH:13][C:14](=[O:16])[CH3:15])[CH2:12][CH2:11][NH:10][CH2:9][CH2:8]2)[CH:6]=[CH:5][CH:4]=[CH:3][CH:2]=1.[F:17][C:18]1[CH:43]=[CH:42][C:21]([CH2:22][N:23]([CH3:41])[C:24]([C@@:26]2([C:33]3[CH:38]=[CH:37][C:36]([Cl:39])=[C:35]([Cl:40])[CH:34]=3)[CH2:28][C@H:27]2/[CH:29]=[CH:30]/[CH:31]=O)=[O:25])=[CH:20][CH:19]=1.C([BH3-])#N.[Na+].